Dataset: Forward reaction prediction with 1.9M reactions from USPTO patents (1976-2016). Task: Predict the product of the given reaction. (1) The product is: [Cl:19][C:14]1[CH:15]=[CH:16][CH:17]=[CH:18][C:13]=1[C:12]1[O:2][C:3](=[O:4])[C:5]2[N:6]=[C:7]([S:20][CH3:21])[N:8]=[CH:9][C:10]=2[CH:11]=1. Given the reactants C[O:2][C:3]([C:5]1[C:10]([C:11]#[C:12][C:13]2[CH:18]=[CH:17][CH:16]=[CH:15][C:14]=2[Cl:19])=[CH:9][N:8]=[C:7]([S:20][CH3:21])[N:6]=1)=[O:4].FC(F)(F)C(O)=O, predict the reaction product. (2) Given the reactants [I:1][C:2]1[CH:3]=[CH:4][C:5]2[NH:6][C:7]3[C:12]([C:13]=2[CH:14]=1)=[CH:11][CH:10]=[CH:9][CH:8]=3.[C:15](Cl)(=[O:17])[CH3:16].O, predict the reaction product. The product is: [C:15]([N:6]1[C:5]2[CH:4]=[CH:3][C:2]([I:1])=[CH:14][C:13]=2[C:12]2[C:7]1=[CH:8][CH:9]=[CH:10][CH:11]=2)(=[O:17])[CH3:16]. (3) Given the reactants [Cl:1][C:2]1[C:7]([C:8](=[O:13])[C:9]([O:11][CH3:12])=[O:10])=[C:6]([CH3:14])[N:5]=[C:4]2[NH:15][C:16]([CH3:19])=[C:17]([CH3:18])[C:3]=12.[B]1OC2C(=CC=CC=2)O1.C(=O)([O-])[O-].[K+].[K+], predict the reaction product. The product is: [Cl:1][C:2]1[C:7]([C@H:8]([OH:13])[C:9]([O:11][CH3:12])=[O:10])=[C:6]([CH3:14])[N:5]=[C:4]2[NH:15][C:16]([CH3:19])=[C:17]([CH3:18])[C:3]=12. (4) Given the reactants [CH3:1][O:2][CH2:3][C@@H:4]([NH:6][C:7]([C:9]1[C:17]2[C:12](=[N:13][CH:14]=[C:15](Br)[N:16]=2)[N:11]([CH2:19][O:20][CH2:21][CH2:22][Si:23]([CH3:26])([CH3:25])[CH3:24])[CH:10]=1)=[O:8])[CH3:5].[F:27][C:28]1[CH:29]=[C:30]([F:50])[C:31]2[N:32]([CH:34]=[N:35][C:36]=2[Sn](CCCC)(CCCC)CCCC)[CH:33]=1, predict the reaction product. The product is: [CH3:1][O:2][CH2:3][C@@H:4]([NH:6][C:7]([C:9]1[C:17]2[C:12](=[N:13][CH:14]=[C:15]([C:36]3[N:35]=[CH:34][N:32]4[CH:33]=[C:28]([F:27])[CH:29]=[C:30]([F:50])[C:31]=34)[N:16]=2)[N:11]([CH2:19][O:20][CH2:21][CH2:22][Si:23]([CH3:26])([CH3:25])[CH3:24])[CH:10]=1)=[O:8])[CH3:5]. (5) Given the reactants [C:1]12([C:11]([N:13]3[C:22]4[C:17](=[CH:18][CH:19]=[CH:20][CH:21]=4)[C:16](=[O:23])[CH2:15][CH2:14]3)=[O:12])[CH2:10][CH:5]3[CH2:6][CH:7]([CH2:9][CH:3]([CH2:4]3)[CH2:2]1)[CH2:8]2.[BH4-].[Na+], predict the reaction product. The product is: [C:1]12([C:11]([N:13]3[C:22]4[C:17](=[CH:18][CH:19]=[CH:20][CH:21]=4)[CH:16]([OH:23])[CH2:15][CH2:14]3)=[O:12])[CH2:2][CH:3]3[CH2:4][CH:5]([CH2:6][CH:7]([CH2:9]3)[CH2:8]1)[CH2:10]2.